This data is from Full USPTO retrosynthesis dataset with 1.9M reactions from patents (1976-2016). The task is: Predict the reactants needed to synthesize the given product. Given the product [CH:38]1([C:39]2[CH:31]=[CH:29][C:43]([C:11]3[CH:12]=[C:13]4[C:8](=[CH:9][CH:10]=3)[N:7]([C:16]3[CH:21]=[CH:20][C:19]([O:22][CH:23]([CH3:24])[CH3:25])=[CH:18][CH:17]=3)[C:6]([C:4]([OH:3])=[O:5])=[CH:14]4)=[CH:41][CH:42]=2)[CH2:37][CH2:36][CH2:35][CH2:34][CH2:33]1, predict the reactants needed to synthesize it. The reactants are: C([O:3][C:4]([C:6]1[N:7]([C:16]2[CH:21]=[CH:20][C:19]([O:22][CH:23]([CH3:25])[CH3:24])=[CH:18][CH:17]=2)[C:8]2[C:13]([CH:14]=1)=[CH:12][C:11](Br)=[CH:10][CH:9]=2)=[O:5])C.C(O[C:29]([C:31]1N[C:33]2[C:38]([CH:39]=1)=[CH:37][C:36](Br)=[CH:35][CH:34]=2)=O)C.[CH:41](OC1C=CC(B(O)O)=CC=1)([CH3:43])[CH3:42].